From a dataset of Reaction yield outcomes from USPTO patents with 853,638 reactions. Predict the reaction yield, written as a fraction of the theoretical maximum amount of product (1.0 means a 100% yield; for example, 0.34 means a 34% yield). The reactants are [F:1][C:2]1[CH:7]=[CH:6][CH:5]=[C:4]([F:8])[C:3]=1[N:9]1[C:14]2[N:15]=[C:16]([NH:28][CH2:29][CH2:30][N:31]([CH3:33])[CH3:32])[N:17]=[C:18]([C:19]3[CH:20]=[C:21]([CH:25]=[CH:26][CH:27]=3)[C:22](O)=[O:23])[C:13]=2[CH2:12][NH:11][C:10]1=[O:34].N.C[N:37](C(ON1N=NC2C=CC=NC1=2)=[N+](C)C)C.F[P-](F)(F)(F)(F)F.C(N(C(C)C)CC)(C)C. The catalyst is C(Cl)Cl.O. The product is [F:1][C:2]1[CH:7]=[CH:6][CH:5]=[C:4]([F:8])[C:3]=1[N:9]1[C:14]2[N:15]=[C:16]([NH:28][CH2:29][CH2:30][N:31]([CH3:32])[CH3:33])[N:17]=[C:18]([C:19]3[CH:20]=[C:21]([CH:25]=[CH:26][CH:27]=3)[C:22]([NH2:37])=[O:23])[C:13]=2[CH2:12][NH:11][C:10]1=[O:34]. The yield is 0.260.